From a dataset of Catalyst prediction with 721,799 reactions and 888 catalyst types from USPTO. Predict which catalyst facilitates the given reaction. (1) Reactant: [CH:1]1([C:7]2[C:8]3[CH:9]=[CH:10][C:11]([C:31]([NH:33][S:34]([N:37]([CH2:39][CH:40](OC)[O:41]C)[CH3:38])(=[O:36])=[O:35])=[O:32])=[CH:12][C:13]=3[N:14]3[C:21]=2[C:20]2[CH:22]=[CH:23][CH:24]=[CH:25][C:19]=2[O:18][CH2:17][C@@H:16]([O:26][CH2:27][CH2:28][NH:29][CH3:30])[CH2:15]3)[CH2:6][CH2:5][CH2:4][CH2:3][CH2:2]1.C(O)(C(F)(F)F)=O.O. Product: [CH:1]1([C:7]2[C:8]3[CH:9]=[CH:10][C:11]([C:31]([NH:33][S:34]([N:37]([CH3:38])[CH2:39][CH:40]=[O:41])(=[O:35])=[O:36])=[O:32])=[CH:12][C:13]=3[N:14]3[C:21]=2[C:20]2[CH:22]=[CH:23][CH:24]=[CH:25][C:19]=2[O:18][CH2:17][C@@H:16]([O:26][CH2:27][CH2:28][NH:29][CH3:30])[CH2:15]3)[CH2:6][CH2:5][CH2:4][CH2:3][CH2:2]1. The catalyst class is: 2. (2) Reactant: C(N(CC)CC)C.[NH2:8][C@@H:9]([CH2:12][C:13]1[CH:18]=[CH:17][CH:16]=[CH:15][CH:14]=1)[CH2:10][OH:11].Cl[C:20](=[O:26])[C:21]([O:23]CC)=[O:22].[OH-].[Na+].Cl. Product: [OH:11][CH2:10][C@@H:9]([NH:8][C:20](=[O:26])[C:21]([OH:23])=[O:22])[CH2:12][C:13]1[CH:18]=[CH:17][CH:16]=[CH:15][CH:14]=1. The catalyst class is: 46. (3) Reactant: CC(C)([O-])C.[K+].[OH:7][CH2:8][C:9]1[CH:10]=[C:11]([C:15]([OH:17])=[O:16])[CH:12]=[CH:13][CH:14]=1.[NH2:18][C:19]1[C:24]([C:25]#[N:26])=[C:23]([C:27]2[CH:32]=[CH:31][C:30]([O:33][CH2:34][CH2:35][OH:36])=[CH:29][CH:28]=2)[C:22]([C:37]#[N:38])=[C:21](SC2C=CC=CC=2)[N:20]=1.Cl. Product: [NH2:18][C:19]1[N:20]=[C:21]([O:7][CH2:8][C:9]2[CH:10]=[C:11]([C:15]([OH:17])=[O:16])[CH:12]=[CH:13][CH:14]=2)[C:22]([C:37]#[N:38])=[C:23]([C:27]2[CH:28]=[CH:29][C:30]([O:33][CH2:34][CH2:35][OH:36])=[CH:31][CH:32]=2)[C:24]=1[C:25]#[N:26]. The catalyst class is: 149. (4) Reactant: [Cl-].O[NH3+:3].[C:4](=[O:7])([O-])[OH:5].[Na+].CS(C)=O.[CH3:13][C:14]1[CH:19]=[C:18]([CH3:20])[N:17]=[CH:16][C:15]=1[O:21][C:22]1[C:27](=[O:28])[N:26]([CH2:29][C:30]2[CH:35]=[CH:34][C:33]([C:36]3[C:37]([C:42]#[N:43])=[CH:38][CH:39]=[CH:40][CH:41]=3)=[CH:32][CH:31]=2)[C:25]([CH2:44][CH2:45][CH3:46])=[N:24][C:23]=1[CH2:47][CH3:48]. Product: [CH3:13][C:14]1[CH:19]=[C:18]([CH3:20])[N:17]=[CH:16][C:15]=1[O:21][C:22]1[C:27](=[O:28])[N:26]([CH2:29][C:30]2[CH:35]=[CH:34][C:33]([C:36]3[CH:41]=[CH:40][CH:39]=[CH:38][C:37]=3[C:42]3[NH:3][C:4](=[O:7])[O:5][N:43]=3)=[CH:32][CH:31]=2)[C:25]([CH2:44][CH2:45][CH3:46])=[N:24][C:23]=1[CH2:47][CH3:48]. The catalyst class is: 13. (5) Reactant: [F:1][C:2]([F:7])([F:6])[C:3](O)=O.[NH:8]1[CH2:13][CH2:12][CH:11]([CH2:14][O:15][C:16]2[CH:21]=[CH:20][C:19]([C:22]3[CH:32]=[CH:31][C:25]4[S:26](=[O:30])(=[O:29])[CH2:27][CH2:28][C:24]=4[CH:23]=3)=[CH:18][CH:17]=2)[CH2:10][CH2:9]1.FC(F)(F)S(OCC(F)(F)F)(=O)=O.C([O-])([O-])=O.[K+].[K+].O. Product: [F:1][C:2]([F:7])([F:6])[CH2:3][N:8]1[CH2:13][CH2:12][CH:11]([CH2:14][O:15][C:16]2[CH:17]=[CH:18][C:19]([C:22]3[CH:32]=[CH:31][C:25]4[S:26](=[O:30])(=[O:29])[CH2:27][CH2:28][C:24]=4[CH:23]=3)=[CH:20][CH:21]=2)[CH2:10][CH2:9]1. The catalyst class is: 16. (6) Reactant: [CH3:1][C:2]1[C:15]2[C:14](=O)[C:13]3[C:8](=[CH:9][CH:10]=[CH:11][CH:12]=3)[C:7](=O)[C:6]=2[C:5]([CH3:18])=[CH:4][CH:3]=1.[BH4-].[Na+]. Product: [CH3:18][C:5]1[C:6]2[C:15](=[CH:14][C:13]3[C:8]([CH:7]=2)=[CH:9][CH:10]=[CH:11][CH:12]=3)[C:2]([CH3:1])=[CH:3][CH:4]=1. The catalyst class is: 32. (7) Reactant: [CH2:1]([O:8][C:9]([N:11]1[CH2:16][C:15](OCC)=[N:14][CH2:13][CH2:12]1)=[O:10])[C:2]1[CH:7]=[CH:6][CH:5]=[CH:4][CH:3]=1.[S:20]1[C:24]2[CH:25]=[CH:26][CH:27]=[CH:28][C:23]=2[N:22]=[C:21]1[C:29]([NH:31][NH2:32])=O. Product: [CH2:1]([O:8][C:9]([N:11]1[CH2:12][CH2:13][N:14]2[C:29]([C:21]3[S:20][C:24]4[CH:25]=[CH:26][CH:27]=[CH:28][C:23]=4[N:22]=3)=[N:31][N:32]=[C:15]2[CH2:16]1)=[O:10])[C:2]1[CH:3]=[CH:4][CH:5]=[CH:6][CH:7]=1. The catalyst class is: 51. (8) Reactant: [CH3:1][C:2]1[CH:6]=[C:5]([CH2:7][C:8](=O)[CH3:9])[O:4][N:3]=1.[Br:11][C:12]1[CH:18]=[CH:17][CH:16]=[CH:15][C:13]=1[NH2:14].C(O)(=O)C.C([BH3-])#N.[Na+]. Product: [Br:11][C:12]1[CH:18]=[CH:17][CH:16]=[CH:15][C:13]=1[NH:14][CH:8]([CH3:9])[CH2:7][C:5]1[O:4][N:3]=[C:2]([CH3:1])[CH:6]=1. The catalyst class is: 5. (9) Reactant: [Br:1][C:2]1[CH:3]=[C:4]([CH:7]=[C:8]([Br:10])[CH:9]=1)[CH:5]=O.[NH2:11][C:12]1[CH:17]=[CH:16][CH:15]=[CH:14][C:13]=1[SH:18].C([O-])(=O)C.[Pb+4].C([O-])(=O)C.C([O-])(=O)C.C([O-])(=O)C.O. Product: [Br:1][C:2]1[CH:3]=[C:4]([C:5]2[S:18][C:13]3[CH:14]=[CH:15][CH:16]=[CH:17][C:12]=3[N:11]=2)[CH:7]=[C:8]([Br:10])[CH:9]=1. The catalyst class is: 15.